Dataset: Tyrosyl-DNA phosphodiesterase HTS with 341,365 compounds. Task: Binary Classification. Given a drug SMILES string, predict its activity (active/inactive) in a high-throughput screening assay against a specified biological target. (1) The compound is O=C1N(C(=O)NC(=O)C21C1N(CCc3c1cccc3)c1nc3n(c(=O)c1C2)cccc3)CCCC. The result is 0 (inactive). (2) The drug is s1c(nnc1NC(=O)c1oc2c(c(=O)c1)cccc2)CCC. The result is 0 (inactive). (3) The molecule is S(=O)(=O)(Nc1noc(c1)C)c1ccc(Nc2scc(n2)c2sc(nc2C)NC(=O)CC)cc1. The result is 0 (inactive). (4) The compound is O=C(NC(Cc1c2c([nH]c1)cccc2)C(OC)=O)C1CC1. The result is 0 (inactive). (5) The compound is O(CC(=O)NC(C(C)C)C)c1ncnc2c1cccc2. The result is 0 (inactive). (6) The compound is S1(=O)(=O)N(CC(=O)c2c1cccc2)CC(OC)=O. The result is 0 (inactive). (7) The molecule is Clc1ccc(C(=O)C2CN(CCC2)Cc2n(ccc2)c2ncccc2)cc1. The result is 0 (inactive). (8) The molecule is s1c2c(n3c(nnc3n(c2=O)CC)CCCC(=O)NCCc2ccc(S(=O)(=O)N)cc2)cc1. The result is 0 (inactive). (9) The drug is [O-][N+](=O)c1c(N2CCCCC2)ccc(c1)/C=N/OC(=O)c1ccc(cc1)C. The result is 0 (inactive).